This data is from Full USPTO retrosynthesis dataset with 1.9M reactions from patents (1976-2016). The task is: Predict the reactants needed to synthesize the given product. The reactants are: [CH3:1][O:2][C:3]1[CH:4]=[C:5]2[C:10](=[CH:11][C:12]=1[O:13][CH3:14])[CH:9]=[N:8][CH:7]=[C:6]2[CH2:15][C:16]1[NH:24][C:23]2[C:22](=[O:25])[N:21]([CH3:26])[C:20](=[O:27])[N:19]([CH2:28][CH:29]([CH3:32])[CH2:30][OH:31])[C:18]=2[N:17]=1.[C:33](Cl)(=[O:35])[CH3:34]. Given the product [CH3:1][O:2][C:3]1[CH:4]=[C:5]2[C:10](=[CH:11][C:12]=1[O:13][CH3:14])[CH:9]=[N:8][CH:7]=[C:6]2[CH2:15][C:16]1[NH:24][C:23]2[C:22](=[O:25])[N:21]([CH3:26])[C:20](=[O:27])[N:19]([CH2:28][CH:29]([CH3:32])[CH2:30][O:31][C:33](=[O:35])[CH3:34])[C:18]=2[N:17]=1, predict the reactants needed to synthesize it.